Dataset: Forward reaction prediction with 1.9M reactions from USPTO patents (1976-2016). Task: Predict the product of the given reaction. (1) Given the reactants [F:1][C:2]1[CH:7]=[CH:6][CH:5]=[C:4]([F:8])[C:3]=1[N:9]1[C:14]([CH3:15])=[CH:13][C:12]([OH:16])=[CH:11][C:10]1=[O:17].C1(P(C2C=CC=CC=2)C2C=CC=CC=2)C=CC=CC=1.N(C(OCC)=O)=NC(OCC)=O.O[CH2:50][C:51]1[CH:56]=[CH:55][C:54]([F:57])=[CH:53][C:52]=1[CH2:58][OH:59], predict the reaction product. The product is: [F:1][C:2]1[CH:7]=[CH:6][CH:5]=[C:4]([F:8])[C:3]=1[N:9]1[C:14]([CH3:15])=[CH:13][C:12]([O:16][CH2:50][C:51]2[CH:56]=[CH:55][C:54]([F:57])=[CH:53][C:52]=2[CH2:58][OH:59])=[CH:11][C:10]1=[O:17]. (2) The product is: [CH3:19][C:17]1[NH:16][N:15]=[C:14]([NH:13][C:1]2[NH:2][C:6](=[O:7])[C:5]3[C:4]([CH:3]=2)=[CH:12][CH:11]=[CH:10][CH:9]=3)[CH:18]=1. Given the reactants [C:1]([CH2:3][C:4]1[CH:12]=[CH:11][CH:10]=[CH:9][C:5]=1[C:6](O)=[O:7])#[N:2].[NH2:13][C:14]1[CH:18]=[C:17]([CH3:19])[NH:16][N:15]=1, predict the reaction product. (3) Given the reactants [NH2:1][C:2]1[N:3]=[CH:4][C:5]([C:21]2[CH:31]=[CH:30][C:24]([C:25]([N:27]([CH3:29])[CH3:28])=[O:26])=[CH:23][CH:22]=2)=[N:6][C:7]=1[C:8]1[O:9][C:10]([C:13]2[CH:18]=[CH:17][C:16]([CH2:19]Br)=[CH:15][CH:14]=2)=[N:11][N:12]=1.[CH3:32][NH2:33], predict the reaction product. The product is: [NH2:1][C:2]1[N:3]=[CH:4][C:5]([C:21]2[CH:31]=[CH:30][C:24]([C:25]([N:27]([CH3:29])[CH3:28])=[O:26])=[CH:23][CH:22]=2)=[N:6][C:7]=1[C:8]1[O:9][C:10]([C:13]2[CH:18]=[CH:17][C:16]([CH2:19][NH:33][CH3:32])=[CH:15][CH:14]=2)=[N:11][N:12]=1. (4) Given the reactants [NH:1]1[C:5]2=[N:6][CH:7]=[C:8]([CH:10]([NH:12][C:13](=[O:30])[CH2:14][O:15][C:16]3[N:21]=[C:20]4[N:22]([CH3:28])[N:23]=[C:24]([CH:25]5[CH2:27][CH2:26]5)[C:19]4=[C:18]([CH3:29])[CH:17]=3)[CH3:11])[CH:9]=[C:4]2[CH:3]=[CH:2]1.[CH3:31]I.[H-].[Na+], predict the reaction product. The product is: [CH:25]1([C:24]2[C:19]3[C:20](=[N:21][C:16]([O:15][CH2:14][C:13]([NH:12][CH:10]([C:8]4[CH:9]=[C:4]5[CH:3]=[CH:2][N:1]([CH3:31])[C:5]5=[N:6][CH:7]=4)[CH3:11])=[O:30])=[CH:17][C:18]=3[CH3:29])[N:22]([CH3:28])[N:23]=2)[CH2:27][CH2:26]1.